Dataset: Catalyst prediction with 721,799 reactions and 888 catalyst types from USPTO. Task: Predict which catalyst facilitates the given reaction. (1) Reactant: [CH2:1]([N:3](CC)CC)[CH3:2].ClC(OCC)=O.[OH:14][C@@H:15]([CH2:35][CH2:36][CH2:37][CH2:38][CH3:39])[CH2:16][CH2:17][C@@H:18]([O:27][CH2:28][CH:29]1[CH2:33][CH2:32][C:31](=[O:34])[NH:30]1)[C:19]1[S:23][C:22]([C:24]([OH:26])=O)=[CH:21][CH:20]=1.C(N)C. Product: [CH2:1]([NH:3][C:24]([C:22]1[S:23][C:19]([C@H:18]([O:27][CH2:28][CH:29]2[CH2:33][CH2:32][C:31](=[O:34])[NH:30]2)[CH2:17][CH2:16][C@@H:15]([OH:14])[CH2:35][CH2:36][CH2:37][CH2:38][CH3:39])=[CH:20][CH:21]=1)=[O:26])[CH3:2]. The catalyst class is: 2. (2) Reactant: O[CH2:2][C:3]1[C:7]([C:8]([O:10][CH2:11][CH3:12])=[O:9])=[C:6]([CH3:13])[NH:5][N:4]=1.O1CCOCC1.[ClH:20].Cl.S(Cl)([Cl:24])=O. Product: [ClH:24].[Cl:20][CH2:2][C:3]1[C:7]([C:8]([O:10][CH2:11][CH3:12])=[O:9])=[C:6]([CH3:13])[NH:5][N:4]=1. The catalyst class is: 28. (3) Reactant: FC(F)(F)S(O[C:7]1[C:8]([CH3:32])([CH3:31])[O:9][C:10](=[O:30])[C:11]=1[C:12]1[CH:17]=[CH:16][C:15]([O:18][CH2:19][C:20]2[CH:29]=[CH:28][C:27]3[C:22](=[CH:23][CH:24]=[CH:25][CH:26]=3)[N:21]=2)=[CH:14][CH:13]=1)(=O)=O.[CH3:35][O:36][C:37]1[CH:42]=[CH:41][C:40](B(O)O)=[CH:39][CH:38]=1.C([O-])([O-])=O.[Na+].[Na+]. Product: [CH3:35][O:36][C:37]1[CH:42]=[CH:41][C:40]([C:7]2[C:8]([CH3:31])([CH3:32])[O:9][C:10](=[O:30])[C:11]=2[C:12]2[CH:13]=[CH:14][C:15]([O:18][CH2:19][C:20]3[CH:29]=[CH:28][C:27]4[C:22](=[CH:23][CH:24]=[CH:25][CH:26]=4)[N:21]=3)=[CH:16][CH:17]=2)=[CH:39][CH:38]=1. The catalyst class is: 70.